From a dataset of Catalyst prediction with 721,799 reactions and 888 catalyst types from USPTO. Predict which catalyst facilitates the given reaction. (1) Reactant: [C:1](#[N:5])[CH2:2][C:3]#[N:4].[CH2:6](N(CC)CC)C.[Cl:13][C:14]1[CH:19]=[CH:18][C:17]([N:20]=[C:21]=[S:22])=[CH:16][CH:15]=1.CI. Product: [Cl:13][C:14]1[CH:19]=[CH:18][C:17]([NH:20][C:21](=[C:2]([C:1]#[N:5])[C:3]#[N:4])[S:22][CH3:6])=[CH:16][CH:15]=1. The catalyst class is: 3. (2) Reactant: [Cl:1][C:2]1[N:7]=[CH:6][C:5]([CH2:8][N:9]2[CH2:14][C:13](=[O:15])[CH2:12][CH:11]3[O:16][C:17](=[O:19])[CH:18]=[C:10]23)=[CH:4][CH:3]=1.[BH4-].[Na+].Cl. Product: [Cl:1][C:2]1[N:7]=[CH:6][C:5]([CH2:8][N:9]2[CH2:14][CH:13]([OH:15])[CH2:12][CH:11]3[O:16][C:17](=[O:19])[CH:18]=[C:10]23)=[CH:4][CH:3]=1. The catalyst class is: 5. (3) Reactant: [CH2:1]([C@@H:3]([C:9]1[CH:14]=[CH:13][CH:12]=[C:11]([O:15][CH3:16])[CH:10]=1)[C@@H:4]([CH3:8])[C:5](O)=[O:6])[CH3:2].C(Cl)(=O)C(Cl)=O.Cl.[CH3:24][NH:25][CH3:26].C(N(CC)CC)C.Cl. Product: [CH2:1]([C@@H:3]([C:9]1[CH:14]=[CH:13][CH:12]=[C:11]([O:15][CH3:16])[CH:10]=1)[C@@H:4]([CH3:8])[C:5]([N:25]([CH3:26])[CH3:24])=[O:6])[CH3:2]. The catalyst class is: 4. (4) Product: [CH3:1][N:2]1[CH2:10][CH2:11][N:12]([CH3:34])[CH2:13]/[C:14]/1=[N:15]\[C:16]1[CH:17]=[CH:18][C:19]([N+:31]([O-:33])=[O:32])=[CH:20][C:21]=1[C:22]([NH:23][C:24]1[CH:29]=[CH:28][CH:27]=[CH:26][CH:25]=1)=[O:30]. The catalyst class is: 2. Reactant: [CH3:1][N:2]([CH2:10][CH2:11][N:12]([CH3:34])[CH2:13][C:14]1[N:23]([C:24]2[CH:29]=[CH:28][CH:27]=[CH:26][CH:25]=2)[C:22](=[O:30])[C:21]2[C:16](=[CH:17][CH:18]=[C:19]([N+:31]([O-:33])=[O:32])[CH:20]=2)[N:15]=1)C(=O)OC(C)(C)C.C(O)(C(F)(F)F)=O.O.C([O-])([O-])=O.[Na+].[Na+]. (5) Reactant: C([O:8][C:9]1[CH:49]=[CH:48][C:12]([CH2:13][C:14]2[C:15]([O:23][C@:24]3([O:42][C@H:41]([CH2:43][O:44][C:45](=[O:47])[CH3:46])[C@@H:36]([O:37][C:38](=[O:40])[CH3:39])[C@H:31]([O:32][C:33](=[O:35])[CH3:34])[C@H:26]3[O:27][C:28](=[O:30])[CH3:29])[OH:25])=[N:16][N:17]([CH:20]([CH3:22])[CH3:21])[C:18]=2[CH3:19])=[CH:11][C:10]=1[F:50])C1C=CC=CC=1. Product: [F:50][C:10]1[CH:11]=[C:12]([CH:48]=[CH:49][C:9]=1[OH:8])[CH2:13][C:14]1[C:15]([O:23][C@:24]2([O:42][C@H:41]([CH2:43][O:44][C:45](=[O:47])[CH3:46])[C@@H:36]([O:37][C:38](=[O:40])[CH3:39])[C@H:31]([O:32][C:33](=[O:35])[CH3:34])[C@H:26]2[O:27][C:28](=[O:30])[CH3:29])[OH:25])=[N:16][N:17]([CH:20]([CH3:21])[CH3:22])[C:18]=1[CH3:19]. The catalyst class is: 99. (6) Reactant: [F:1][C:2]1[CH:7]=[CH:6][C:5]([C@@H:8]([OH:37])[CH2:9][CH2:10][C@@H:11]2[C@@H:14]([C:15]3[CH:20]=[CH:19][C:18](B4OC(C)(C)C(C)(C)O4)=[CH:17][CH:16]=3)[N:13]([C:30]3[CH:35]=[CH:34][CH:33]=[CH:32][CH:31]=3)[C:12]2=[O:36])=[CH:4][CH:3]=1.[C:38]([O:41][C@@H:42]1[C@@H:47]([O:48][C:49](=[O:51])[CH3:50])[C@H:46]([O:52][C:53](=[O:55])[CH3:54])[C@@H:45]([CH2:56][O:57][C:58](=[O:60])[CH3:59])[O:44][C@H:43]1[C:61]1[CH:66]=[CH:65][CH:64]=[C:63](Br)[CH:62]=1)(=[O:40])[CH3:39].C(=O)([O-])[O-].[K+].[K+]. Product: [C:38]([O:41][C@@H:42]1[C@@H:47]([O:48][C:49](=[O:51])[CH3:50])[C@H:46]([O:52][C:53](=[O:55])[CH3:54])[C@@H:45]([CH2:56][O:57][C:58](=[O:60])[CH3:59])[O:44][C@H:43]1[C:61]1[CH:62]=[C:63]([C:18]2[CH:17]=[CH:16][C:15]([C@@H:14]3[C@@H:11]([CH2:10][CH2:9][C@@H:8]([C:5]4[CH:4]=[CH:3][C:2]([F:1])=[CH:7][CH:6]=4)[OH:37])[C:12](=[O:36])[N:13]3[C:30]3[CH:35]=[CH:34][CH:33]=[CH:32][CH:31]=3)=[CH:20][CH:19]=2)[CH:64]=[CH:65][CH:66]=1)(=[O:40])[CH3:39]. The catalyst class is: 335. (7) Reactant: Br[CH2:2][C:3]([N:5]1[CH2:10][CH2:9][C:8]([O:12][CH3:13])([CH3:11])[CH2:7][CH2:6]1)=[O:4].[CH3:14][NH:15][C:16]([C:18]1[C:35]([F:36])=[CH:34][C:21]2[N:22]([CH:26]3[CH2:32][CH:31]4[NH:33][CH:28]([CH2:29][CH2:30]4)[CH2:27]3)[C:23](=[O:25])[NH:24][C:20]=2[CH:19]=1)=[O:17]. Product: [F:36][C:35]1[C:18]([C:16]([NH:15][CH3:14])=[O:17])=[CH:19][C:20]2[NH:24][C:23](=[O:25])[N:22]([CH:26]3[CH2:32][CH:31]4[N:33]([CH2:2][C:3]([N:5]5[CH2:10][CH2:9][C:8]([O:12][CH3:13])([CH3:11])[CH2:7][CH2:6]5)=[O:4])[CH:28]([CH2:29][CH2:30]4)[CH2:27]3)[C:21]=2[CH:34]=1. The catalyst class is: 85.